Dataset: Full USPTO retrosynthesis dataset with 1.9M reactions from patents (1976-2016). Task: Predict the reactants needed to synthesize the given product. (1) Given the product [Br:1][C:2]1[CH:18]=[C:17]([CH3:19])[C:5]([O:6][Si:7]([CH:8]([CH3:9])[CH3:10])([CH:14]([CH3:16])[CH3:15])[CH:11]([CH3:12])[CH3:13])=[C:4]([Cl:20])[C:3]=1[CH3:21], predict the reactants needed to synthesize it. The reactants are: [Br:1][C:2]1[CH:18]=[C:17]([CH3:19])[C:5]([O:6][Si:7]([CH:14]([CH3:16])[CH3:15])([CH:11]([CH3:13])[CH3:12])[CH:8]([CH3:10])[CH3:9])=[C:4]([Cl:20])[CH:3]=1.[C:21](=O)=O.CC(C)=O.[Li+].CC([N-]C(C)C)C.C(C1C=CC=CC=1)C.CI. (2) Given the product [Cl:30][C:31]1[CH:32]=[C:33]([CH2:38][C:39]([N:2]([CH3:1])[C@@H:3]([C:24]2[CH:29]=[CH:28][CH:27]=[CH:26][CH:25]=2)[CH2:4][N:5]2[CH2:9][CH2:8][C@H:7]([O:10][CH2:11][CH2:12][O:13][CH2:14][CH2:15][O:16][CH2:17][CH2:18][O:19][C:20]([F:23])([F:21])[F:22])[CH2:6]2)=[O:41])[CH:34]=[CH:35][C:36]=1[Cl:37], predict the reactants needed to synthesize it. The reactants are: [CH3:1][NH:2][C@@H:3]([C:24]1[CH:29]=[CH:28][CH:27]=[CH:26][CH:25]=1)[CH2:4][N:5]1[CH2:9][CH2:8][C@H:7]([O:10][CH2:11][CH2:12][O:13][CH2:14][CH2:15][O:16][CH2:17][CH2:18][O:19][C:20]([F:23])([F:22])[F:21])[CH2:6]1.[Cl:30][C:31]1[CH:32]=[C:33]([CH2:38][C:39]([OH:41])=O)[CH:34]=[CH:35][C:36]=1[Cl:37].C(N(CC)C(C)C)(C)C.F[B-](F)(F)F.N1(OC(N(C)C)=[N+](C)C)C2C=CC=CC=2N=N1.